This data is from Reaction yield outcomes from USPTO patents with 853,638 reactions. The task is: Predict the reaction yield, written as a fraction of the theoretical maximum amount of product (1.0 means a 100% yield; for example, 0.34 means a 34% yield). (1) The reactants are [H-].[Na+].[CH3:3][O:4][C:5]1[CH:10]=[CH:9][CH:8]=[CH:7][C:6]=1[CH2:11][NH:12][C:13]1[CH:20]=[CH:19][C:16]([C:17]#[N:18])=[C:15]([C:21]([F:24])([F:23])[F:22])[CH:14]=1.Br[CH:26]([CH3:32])[C:27]([N:29]([CH3:31])[CH3:30])=[O:28]. The catalyst is CN(C=O)C. The product is [C:17]([C:16]1[CH:19]=[CH:20][C:13]([N:12]([CH2:11][C:6]2[CH:7]=[CH:8][CH:9]=[CH:10][C:5]=2[O:4][CH3:3])[C@H:26]([C:27]([N:29]([CH3:31])[CH3:30])=[O:28])[CH3:32])=[CH:14][C:15]=1[C:21]([F:22])([F:23])[F:24])#[N:18]. The yield is 0.100. (2) The product is [F:1][C:2]1[CH:9]=[CH:8][C:5]([CH2:6][NH2:7])=[C:4]([S:10][CH3:11])[CH:3]=1. The reactants are [F:1][C:2]1[CH:9]=[CH:8][C:5]([C:6]#[N:7])=[C:4]([S:10][CH3:11])[CH:3]=1.S(C)C.CO.Cl. The yield is 0.760. The catalyst is O1CCCC1.C(OCC)(=O)C.O.